From a dataset of Catalyst prediction with 721,799 reactions and 888 catalyst types from USPTO. Predict which catalyst facilitates the given reaction. (1) Reactant: [C:1]([C:5]1[CH:9]=[C:8]([NH:10][C:11]([NH:13][C:14]2[CH:19]=[CH:18][CH:17]=[C:16]([O:20][C:21]3[CH:22]=[N:23][CH:24]=[CH:25][CH:26]=3)[CH:15]=2)=[O:12])[N:7]([C:27]2[CH:28]=[C:29]3[C:34](=[CH:35][CH:36]=2)[CH2:33][N:32](C(OC(C)(C)C)=O)[CH:31]([C:44]([O:46]CC)=[O:45])[CH2:30]3)[N:6]=1)([CH3:4])([CH3:3])[CH3:2]. Product: [C:1]([C:5]1[CH:9]=[C:8]([NH:10][C:11]([NH:13][C:14]2[CH:19]=[CH:18][CH:17]=[C:16]([O:20][C:21]3[CH:22]=[N:23][CH:24]=[CH:25][CH:26]=3)[CH:15]=2)=[O:12])[N:7]([C:27]2[CH:28]=[C:29]3[C:34](=[CH:35][CH:36]=2)[CH2:33][NH:32][CH:31]([C:44]([OH:46])=[O:45])[CH2:30]3)[N:6]=1)([CH3:4])([CH3:2])[CH3:3]. The catalyst class is: 209. (2) Reactant: [C:1]([C:3]1[CH:4]=[C:5]([CH:10]=[CH:11][C:12]=1[OH:13])[C:6]([O:8][CH3:9])=[O:7])#[N:2].[C:14](=O)([O-])[O-].[K+].[K+].COS(=O)(=O)OC. Product: [C:1]([C:3]1[CH:4]=[C:5]([CH:10]=[CH:11][C:12]=1[O:13][CH3:14])[C:6]([O:8][CH3:9])=[O:7])#[N:2]. The catalyst class is: 9. (3) Reactant: [CH:1]1(B(O)O)[CH2:3][CH2:2]1.C(=O)([O-])[O-].[Na+].[Na+].C1(P(C2CCCCC2)C2C=CC=CC=2C2C(OC)=CC=CC=2OC)CCCCC1.I[C:43]1[CH:52]=[CH:51][C:46]([C:47]([O:49][CH3:50])=[O:48])=[C:45]([O:53][CH:54]([CH3:56])[CH3:55])[CH:44]=1. The catalyst class is: 720. Product: [CH:1]1([C:43]2[CH:52]=[CH:51][C:46]([C:47]([O:49][CH3:50])=[O:48])=[C:45]([O:53][CH:54]([CH3:56])[CH3:55])[CH:44]=2)[CH2:3][CH2:2]1.